Dataset: Peptide-MHC class I binding affinity with 185,985 pairs from IEDB/IMGT. Task: Regression. Given a peptide amino acid sequence and an MHC pseudo amino acid sequence, predict their binding affinity value. This is MHC class I binding data. (1) The peptide sequence is KAYKIISLK. The MHC is HLA-A68:02 with pseudo-sequence HLA-A68:02. The binding affinity (normalized) is 0.0847. (2) The peptide sequence is RRRRRRRWRQR. The MHC is Mamu-A01 with pseudo-sequence Mamu-A01. The binding affinity (normalized) is 0. (3) The peptide sequence is IVRTMPNESR. The MHC is HLA-A68:01 with pseudo-sequence HLA-A68:01. The binding affinity (normalized) is 0.446. (4) The peptide sequence is RPMSASRPA. The MHC is HLA-B40:01 with pseudo-sequence HLA-B40:01. The binding affinity (normalized) is 0.0847.